From a dataset of Full USPTO retrosynthesis dataset with 1.9M reactions from patents (1976-2016). Predict the reactants needed to synthesize the given product. (1) Given the product [Br:1][C:2]1[C:3]([CH3:11])=[C:4]([NH:10][C:17](=[O:18])[C:16]2[CH:20]=[CH:21][CH:22]=[C:14]([C:13]([F:12])([F:23])[F:24])[CH:15]=2)[C:5]([CH3:9])=[CH:6][C:7]=1[CH3:8], predict the reactants needed to synthesize it. The reactants are: [Br:1][C:2]1[C:3]([CH3:11])=[C:4]([NH2:10])[C:5]([CH3:9])=[CH:6][C:7]=1[CH3:8].[F:12][C:13]([F:24])([F:23])[C:14]1[CH:15]=[C:16]([CH:20]=[CH:21][CH:22]=1)[C:17](Cl)=[O:18].C(N(CC)CC)C. (2) Given the product [C:12]([C:8]1[CH:7]=[C:6]([CH:11]=[CH:10][CH:9]=1)[O:5][CH2:4][CH2:3][CH2:2][N:15]1[CH2:20][CH2:19][CH:18]([C:21]2[CH:22]=[C:23]([NH:27][C:28](=[O:29])[CH2:30][CH3:31])[CH:24]=[CH:25][CH:26]=2)[CH2:17][CH2:16]1)(=[O:14])[CH3:13], predict the reactants needed to synthesize it. The reactants are: Cl[CH2:2][CH2:3][CH2:4][O:5][C:6]1[CH:7]=[C:8]([C:12](=[O:14])[CH3:13])[CH:9]=[CH:10][CH:11]=1.[NH:15]1[CH2:20][CH2:19][CH:18]([C:21]2[CH:22]=[C:23]([NH:27][C:28]([CH:30]3C[CH2:31]3)=[O:29])[CH:24]=[CH:25][CH:26]=2)[CH2:17][CH2:16]1. (3) The reactants are: [F:1][C:2]1[CH:29]=[C:28]([O:30][CH3:31])[CH:27]=[C:26]([F:32])[C:3]=1[CH2:4][NH:5][C:6]1[C:11]([S:12]([NH:15][C:16]2[CH:21]=[CH:20][C:19]([O:22][CH3:23])=[C:18]([O:24][CH3:25])[CH:17]=2)(=[O:14])=[O:13])=[CH:10][CH:9]=[CH:8][N:7]=1.[C:33](N1C=CN=C1)(N1C=CN=C1)=[O:34].C(N(CC)CC)C.ClC1C=CC=C(F)C=1CN1C2C=CC=CC=2S(=O)(=O)N(C2C=CC(=O)N(C)C=2)C1=O. Given the product [F:1][C:2]1[CH:29]=[C:28]([O:30][CH3:31])[CH:27]=[C:26]([F:32])[C:3]=1[CH2:4][N:5]1[C:6]2[N:7]=[CH:8][CH:9]=[CH:10][C:11]=2[S:12](=[O:13])(=[O:14])[N:15]([C:16]2[CH:21]=[CH:20][C:19]([O:22][CH3:23])=[C:18]([O:24][CH3:25])[CH:17]=2)[C:33]1=[O:34], predict the reactants needed to synthesize it.